From a dataset of Forward reaction prediction with 1.9M reactions from USPTO patents (1976-2016). Predict the product of the given reaction. (1) The product is: [F:1][C:2]1[CH:9]=[C:8]([C:10]2[CH:15]=[CH:14][N:13]=[C:12]3[NH:16][C:17]([C:19]4[CH:20]=[N:21][N:22]([CH:24]5[CH2:27][O:26][CH2:25]5)[CH:23]=4)=[N:18][C:11]=23)[CH:7]=[CH:6][C:3]=1[CH2:4][NH:5][C:38]([C:36]1[S:37][C:33]([C:29]([CH3:32])([CH3:31])[CH3:30])=[N:34][N:35]=1)=[O:39]. Given the reactants [F:1][C:2]1[CH:9]=[C:8]([C:10]2[CH:15]=[CH:14][N:13]=[C:12]3[NH:16][C:17]([C:19]4[CH:20]=[N:21][N:22]([CH:24]5[CH2:27][O:26][CH2:25]5)[CH:23]=4)=[N:18][C:11]=23)[CH:7]=[CH:6][C:3]=1[CH2:4][NH2:5].[Na].[C:29]([C:33]1[S:37][C:36]([C:38](O)=[O:39])=[N:35][N:34]=1)([CH3:32])([CH3:31])[CH3:30].F[P-](F)(F)(F)(F)F.Br[P+](N1CCCC1)(N1CCCC1)N1CCCC1.C(N(C(C)C)C(C)C)C.CN(C=O)C, predict the reaction product. (2) Given the reactants [CH2:1]([O:8][C@H:9]1[C@H:14]([O:15][CH2:16][C:17]2[CH:22]=[CH:21][CH:20]=[CH:19][CH:18]=2)[C@@H:13]([O:23][CH2:24][C:25]2[CH:30]=[CH:29][CH:28]=[CH:27][CH:26]=2)[C@@:12]([C:33]2[CH:38]=[CH:37][C:36]([Cl:39])=[C:35]([CH2:40][C:41]3[CH:46]=[CH:45][C:44]([O:47][CH2:48][CH3:49])=[C:43]([F:50])[C:42]=3[F:51])[CH:34]=2)([O:31][CH3:32])[O:11][C@@:10]1([CH2:54][OH:55])[CH:52]=[O:53])[C:2]1[CH:7]=[CH:6][CH:5]=[CH:4][CH:3]=1.[BH4-].[Na+], predict the reaction product. The product is: [CH2:1]([O:8][C@H:9]1[C@H:14]([O:15][CH2:16][C:17]2[CH:22]=[CH:21][CH:20]=[CH:19][CH:18]=2)[C@@H:13]([O:23][CH2:24][C:25]2[CH:26]=[CH:27][CH:28]=[CH:29][CH:30]=2)[C@@:12]([C:33]2[CH:38]=[CH:37][C:36]([Cl:39])=[C:35]([CH2:40][C:41]3[CH:46]=[CH:45][C:44]([O:47][CH2:48][CH3:49])=[C:43]([F:50])[C:42]=3[F:51])[CH:34]=2)([O:31][CH3:32])[O:11][C:10]1([CH2:54][OH:55])[CH2:52][OH:53])[C:2]1[CH:7]=[CH:6][CH:5]=[CH:4][CH:3]=1. (3) Given the reactants [Cl:1][C:2]1[CH:11]=[CH:10][C:9]2[C:8](=[O:12])[N:7]([C:13]([O:15][CH3:16])=[O:14])[CH2:6][CH2:5][C:4]=2[N:3]=1, predict the reaction product. The product is: [Cl:1][C:2]1[CH:11]=[CH:10][C:9]2[CH:8]([OH:12])[N:7]([C:13]([O:15][CH3:16])=[O:14])[CH2:6][CH2:5][C:4]=2[N:3]=1. (4) Given the reactants [C:1]([OH:12])(=O)/[CH:2]=[CH:3]/[CH2:4][CH2:5][CH2:6][CH2:7][CH2:8][CH2:9][CH3:10].[CH2:13]([NH2:18])[CH2:14][CH2:15][CH2:16][CH3:17], predict the reaction product. The product is: [CH2:13]([NH:18][C:1](=[O:12])/[CH:2]=[CH:3]/[CH2:4][CH2:5][CH2:6][CH2:7][CH2:8][CH2:9][CH3:10])[CH2:14][CH2:15][CH2:16][CH3:17]. (5) Given the reactants [F:1][C:2]1[CH:7]=[CH:6][CH:5]=[C:4](I)[C:3]=1[C:9]1[N:10]=[N:11][N:12]([CH3:14])[N:13]=1.[F:15][C:16]1[CH:21]=[C:20](B2OC(C)(C)C(C)(C)O2)[CH:19]=[CH:18][C:17]=1[CH:31]([NH:33][C:34](=[O:40])[O:35][C:36]([CH3:39])([CH3:38])[CH3:37])[CH3:32].C(=O)([O-])[O-].[K+].[K+].C1(C)C=CC=CC=1P(C1C=CC=CC=1C)C1C=CC=CC=1C, predict the reaction product. The product is: [F:15][C:16]1[CH:21]=[C:20]([C:4]2[CH:5]=[CH:6][CH:7]=[C:2]([F:1])[C:3]=2[C:9]2[N:10]=[N:11][N:12]([CH3:14])[N:13]=2)[CH:19]=[CH:18][C:17]=1[CH:31]([NH:33][C:34](=[O:40])[O:35][C:36]([CH3:39])([CH3:38])[CH3:37])[CH3:32]. (6) Given the reactants [NH2:1][C:2]1[C:3]2[C:29]([CH3:34])([C:30]([NH:32][NH2:33])=[O:31])[C:28](=[O:35])[NH:27][C:4]=2[N:5]=[C:6]([N:8]2[C:16]3[C:11](=[CH:12][C:13]([Cl:17])=[CH:14][CH:15]=3)[C:10]([CH2:18][CH2:19][C:20]([F:26])([F:25])[C:21]([F:24])([F:23])[F:22])=[N:9]2)[N:7]=1.[C:36](N1C=CN=C1)(=[O:38])[CH3:37], predict the reaction product. The product is: [C:36]([N:32]([C:30]([C:29]1([CH3:34])[C:3]2[C:2]([NH2:1])=[N:7][C:6]([N:8]3[C:16]4[C:11](=[CH:12][C:13]([Cl:17])=[CH:14][CH:15]=4)[C:10]([CH2:18][CH2:19][C:20]([F:25])([F:26])[C:21]([F:23])([F:24])[F:22])=[N:9]3)=[N:5][C:4]=2[NH:27][C:28]1=[O:35])=[O:31])[NH2:33])(=[O:38])[CH3:37].